Dataset: NCI-60 drug combinations with 297,098 pairs across 59 cell lines. Task: Regression. Given two drug SMILES strings and cell line genomic features, predict the synergy score measuring deviation from expected non-interaction effect. Drug 1: CC1=CC2C(CCC3(C2CCC3(C(=O)C)OC(=O)C)C)C4(C1=CC(=O)CC4)C. Drug 2: CNC(=O)C1=NC=CC(=C1)OC2=CC=C(C=C2)NC(=O)NC3=CC(=C(C=C3)Cl)C(F)(F)F. Cell line: SN12C. Synergy scores: CSS=17.5, Synergy_ZIP=-4.92, Synergy_Bliss=1.38, Synergy_Loewe=-35.4, Synergy_HSA=1.09.